From a dataset of Reaction yield outcomes from USPTO patents with 853,638 reactions. Predict the reaction yield, written as a fraction of the theoretical maximum amount of product (1.0 means a 100% yield; for example, 0.34 means a 34% yield). (1) The reactants are [Cl:1][C:2]1[CH:20]=[CH:19][C:5]([O:6][CH2:7][C:8]2[CH:18]=[CH:17][C:11]([C:12]([O:14]CC)=[O:13])=[CH:10][CH:9]=2)=[CH:4][C:3]=1[C:21]([F:24])([F:23])[F:22].O.[OH-].[Na+]. The catalyst is CO.CCOC(C)=O.Cl. The product is [Cl:1][C:2]1[CH:20]=[CH:19][C:5]([O:6][CH2:7][C:8]2[CH:9]=[CH:10][C:11]([C:12]([OH:14])=[O:13])=[CH:17][CH:18]=2)=[CH:4][C:3]=1[C:21]([F:22])([F:23])[F:24]. The yield is 0.860. (2) The reactants are [CH2:1]([C:3]1[CH:4]=[C:5]2[C:9](=[CH:10][C:11]=1[N+:12]([O-])=O)[NH:8][CH:7]=[CH:6]2)[CH3:2]. The catalyst is [Ni]. The product is [CH2:1]([C:3]1[CH:4]=[C:5]2[C:9](=[CH:10][C:11]=1[NH2:12])[NH:8][CH:7]=[CH:6]2)[CH3:2]. The yield is 0.480. (3) The reactants are C([O:4][CH2:5][C@@H:6]1[C@@H:11]([O:12]C(=O)C)[C@H:10]([O:16][C@@H:17]2[C@@H:22]([O:23]C(=O)C)[C@@H:21]([O:27]C(=O)C)[C@H:20]([O:31]C(=O)C)[C@@H:19]([CH2:35][O:36]C(=O)C)[O:18]2)[C@H:9]([OH:40])[C@@H:8]([C:41]2[CH:46]=[CH:45][CH:44]=[C:43]([O:47][CH3:48])[CH:42]=2)[O:7]1)(=O)C.C([O-])([O-])=O.[K+].[K+]. The catalyst is CO. The product is [OH:12][C@H:11]1[C@H:10]([O:16][CH:17]2[CH:22]([OH:23])[CH:21]([OH:27])[CH:20]([OH:31])[CH:19]([CH2:35][OH:36])[O:18]2)[C@H:9]([OH:40])[C@@H:8]([C:41]2[CH:46]=[CH:45][CH:44]=[C:43]([O:47][CH3:48])[CH:42]=2)[O:7][C@@H:6]1[CH2:5][OH:4]. The yield is 0.540. (4) The reactants are Br[C:2]1[CH:3]=[C:4]([OH:12])[CH:5]=[C:6]([C:8]([CH3:11])([CH3:10])[CH3:9])[CH:7]=1.[C:13]([Cu])#[N:14].C(OCC)(=O)C.O. The catalyst is CN(C=O)C. The product is [C:8]([C:6]1[CH:7]=[C:2]([CH:3]=[C:4]([OH:12])[CH:5]=1)[C:13]#[N:14])([CH3:11])([CH3:10])[CH3:9]. The yield is 0.490. (5) The reactants are [F:1][C:2]1[CH:3]=[C:4]([CH2:8][CH2:9][NH:10][C:11]2[S:12][CH2:13][C:14](=[O:16])[N:15]=2)[CH:5]=[CH:6][CH:7]=1.[N:17]1[C:26]2[C:21](=[N:22][C:23]([CH:27]=O)=[CH:24][CH:25]=2)[CH:20]=[CH:19][CH:18]=1.C(O)(=O)C1C=CC=CC=1.N1CCCCC1. The catalyst is C1(C)C=CC=CC=1. The product is [F:1][C:2]1[CH:3]=[C:4]([CH2:8][CH2:9][NH:10][C:11]2[S:12][C:13](=[CH:27][C:23]3[CH:24]=[CH:25][C:26]4[C:21](=[CH:20][CH:19]=[CH:18][N:17]=4)[N:22]=3)[C:14](=[O:16])[N:15]=2)[CH:5]=[CH:6][CH:7]=1. The yield is 0.369.